From a dataset of Blood-brain barrier permeability classification from the B3DB database. Regression/Classification. Given a drug SMILES string, predict its absorption, distribution, metabolism, or excretion properties. Task type varies by dataset: regression for continuous measurements (e.g., permeability, clearance, half-life) or binary classification for categorical outcomes (e.g., BBB penetration, CYP inhibition). Dataset: b3db_classification. (1) The molecule is Cl/C(=C/n1cncn1)c1ccc(Cl)cc1Cl. The result is 1 (penetrates BBB). (2) The result is 1 (penetrates BBB). The molecule is CC(=O)OCC(=O)C1(O)CCC2C3CCC4=CC(=O)C=CC4(C)C3C(O)CC21C. (3) The drug is CCN(C)C(=O)Oc1cccc(C(C)N(C)C)c1. The result is 1 (penetrates BBB). (4) The molecule is CC(C)(Sc1cc(C(C)(C)C)c(O)c(C(C)(C)C)c1)Sc1cc(C(C)(C)C)c(O)c(C(C)(C)C)c1. The result is 0 (does not penetrate BBB).